This data is from Reaction yield outcomes from USPTO patents with 853,638 reactions. The task is: Predict the reaction yield, written as a fraction of the theoretical maximum amount of product (1.0 means a 100% yield; for example, 0.34 means a 34% yield). (1) The reactants are [CH2:1]([N:6]1[C:14]2[C:9](=[CH:10][CH:11]=[CH:12][CH:13]=2)[C:8]2([C:25]3[C:17](=[CH:18][C:19]4[O:20][CH2:21][O:22][C:23]=4[CH:24]=3)[C:16](=O)[CH2:15]2)[C:7]1=[O:27])[CH2:2][CH2:3][CH2:4][CH3:5].C([SiH](CC)CC)C.FC(F)(F)C(O)=O. No catalyst specified. The product is [CH2:1]([N:6]1[C:14]2[C:9](=[CH:10][CH:11]=[CH:12][CH:13]=2)[C:8]2([C:25]3[C:17](=[CH:18][C:19]4[O:20][CH2:21][O:22][C:23]=4[CH:24]=3)[CH2:16][CH2:15]2)[C:7]1=[O:27])[CH2:2][CH2:3][CH2:4][CH3:5]. The yield is 0.470. (2) The reactants are [C:1](Cl)(Cl)=[O:2].[OH:5][C:6]1[N:11]=[CH:10][C:9]([N:12]2[C:17](=[O:18])[CH2:16][C:15]([CH3:20])([CH3:19])[CH2:14][C:13]2=[O:21])=[CH:8][CH:7]=1.C(N(CC)CC)C.N12CCN(CC1)CC2.[N:37]1[CH:42]=[CH:41][CH:40]=[CH:39][C:38]=1[N:43]1[CH2:48][CH2:47][NH:46][CH2:45][CH2:44]1. The catalyst is ClCCl. The product is [CH3:20][C:15]1([CH3:19])[CH2:16][C:17](=[O:18])[N:12]([C:9]2[CH:10]=[N:11][C:6]([O:5][C:1]([N:46]3[CH2:47][CH2:48][N:43]([C:38]4[CH:39]=[CH:40][CH:41]=[CH:42][N:37]=4)[CH2:44][CH2:45]3)=[O:2])=[CH:7][CH:8]=2)[C:13](=[O:21])[CH2:14]1. The yield is 0.400. (3) The reactants are Cl[C:2]1[N:7]=[C:6](Cl)[N:5]=[C:4]([NH:9][C:10]2[C:15]([Br:16])=[CH:14][C:13]([CH3:17])=[CH:12][C:11]=2[Br:18])[N:3]=1.[NH2:19][C:20]1[CH:27]=[CH:26][C:23]([C:24]#[N:25])=[CH:22][CH:21]=1.C([N:31](CC)C(C)C)(C)C.[OH-].[Na+]. The catalyst is O1CCOCC1.C(OCC)(=O)C. The product is [NH2:31][C:6]1[N:5]=[C:4]([NH:9][C:10]2[C:15]([Br:16])=[CH:14][C:13]([CH3:17])=[CH:12][C:11]=2[Br:18])[N:3]=[C:2]([NH:19][C:20]2[CH:27]=[CH:26][C:23]([C:24]#[N:25])=[CH:22][CH:21]=2)[N:7]=1. The yield is 0.0800. (4) The reactants are Br[C:2]1[C:7]([CH2:8][O:9][Si:10]([C:13]([CH3:16])([CH3:15])[CH3:14])([CH3:12])[CH3:11])=[CH:6][CH:5]=[CH:4][N:3]=1.[CH3:17][N:18](C=O)C. The catalyst is [C-]#N.[C-]#N.[Zn+2].C1C=CC([P]([Pd]([P](C2C=CC=CC=2)(C2C=CC=CC=2)C2C=CC=CC=2)([P](C2C=CC=CC=2)(C2C=CC=CC=2)C2C=CC=CC=2)[P](C2C=CC=CC=2)(C2C=CC=CC=2)C2C=CC=CC=2)(C2C=CC=CC=2)C2C=CC=CC=2)=CC=1. The yield is 0.820. The product is [Si:10]([O:9][CH2:8][C:7]1[C:2]([C:17]#[N:18])=[N:3][CH:4]=[CH:5][CH:6]=1)([C:13]([CH3:16])([CH3:15])[CH3:14])([CH3:12])[CH3:11]. (5) The yield is 0.920. The product is [OH:8][C:9]1[CH:10]=[C:11]([C:23]2([C:26]#[N:27])[CH2:24][CH2:25]2)[CH:12]=[CH:13][C:14]=1[OH:15]. The reactants are C([O:8][C:9]1[CH:10]=[C:11]([C:23]2([C:26]#[N:27])[CH2:25][CH2:24]2)[CH:12]=[CH:13][C:14]=1[O:15]CC1C=CC=CC=1)C1C=CC=CC=1. The catalyst is CO.[Pd].